From a dataset of Peptide-MHC class I binding affinity with 185,985 pairs from IEDB/IMGT. Regression. Given a peptide amino acid sequence and an MHC pseudo amino acid sequence, predict their binding affinity value. This is MHC class I binding data. (1) The MHC is HLA-A33:01 with pseudo-sequence HLA-A33:01. The peptide sequence is STLLMWHMH. The binding affinity (normalized) is 0. (2) The MHC is HLA-A69:01 with pseudo-sequence HLA-A69:01. The peptide sequence is RVRIERGPR. The binding affinity (normalized) is 0.0847.